This data is from Full USPTO retrosynthesis dataset with 1.9M reactions from patents (1976-2016). The task is: Predict the reactants needed to synthesize the given product. Given the product [CH2:2]([O:4][C:5]1[CH:6]=[C:7]2[C:12](=[C:13]3[CH2:17][C:16]([CH3:19])([CH3:18])[O:15][C:14]=13)[C:11]([C:20]1[CH:29]=[CH:28][C:23]([C:24]([OH:26])=[O:25])=[C:22]([NH:30][CH2:31][CH3:32])[CH:21]=1)=[N:10][C:9]([CH3:33])([CH3:34])[CH2:8]2)[CH3:3], predict the reactants needed to synthesize it. The reactants are: Cl.[CH2:2]([O:4][C:5]1[CH:6]=[C:7]2[C:12](=[C:13]3[CH2:17][C:16]([CH3:19])([CH3:18])[O:15][C:14]=13)[C:11]([C:20]1[CH:29]=[CH:28][C:23]([C:24]([O:26]C)=[O:25])=[C:22]([NH:30][CH2:31][CH3:32])[CH:21]=1)=[N:10][C:9]([CH3:34])([CH3:33])[CH2:8]2)[CH3:3].[OH-].[Na+].